From a dataset of Reaction yield outcomes from USPTO patents with 853,638 reactions. Predict the reaction yield, written as a fraction of the theoretical maximum amount of product (1.0 means a 100% yield; for example, 0.34 means a 34% yield). (1) The reactants are [CH2:1]([C:3]1[C:11]2[C:6](=[CH:7][CH:8]=[C:9]([CH:12]=O)[CH:10]=2)[NH:5][N:4]=1)[CH3:2].[C:14](/[CH:16]=[C:17](\[O-:19])/[CH3:18])#[N:15].[Na+].C(O)(=O)C.N1CCCCC1. The catalyst is ClCCl. The product is [CH2:1]([C:3]1[C:11]2[C:6](=[CH:7][CH:8]=[C:9](/[CH:12]=[C:16](/[C:17](=[O:19])[CH3:18])\[C:14]#[N:15])[CH:10]=2)[NH:5][N:4]=1)[CH3:2]. The yield is 0.880. (2) The reactants are [N:1]12[CH2:7][C:4]([C:8]([C:17]3[CH:22]=[CH:21][CH:20]=[CH:19][CH:18]=3)([C:11]3[CH:16]=[CH:15][CH:14]=[CH:13][CH:12]=3)[C:9]#[N:10])([CH2:5][CH2:6]1)[CH2:3][CH2:2]2.[Br:23][CH2:24][CH2:25][CH2:26][C:27]1[CH:32]=[CH:31][CH:30]=[CH:29][CH:28]=1. No catalyst specified. The product is [Br-:23].[C:9]([C:8]([C:17]1[CH:22]=[CH:21][CH:20]=[CH:19][CH:18]=1)([C:11]1[CH:12]=[CH:13][CH:14]=[CH:15][CH:16]=1)[C:4]12[CH2:7][N+:1]([CH2:24][CH2:25][CH2:26][C:27]3[CH:32]=[CH:31][CH:30]=[CH:29][CH:28]=3)([CH2:6][CH2:5]1)[CH2:2][CH2:3]2)#[N:10]. The yield is 0.443. (3) The reactants are Br[C:2]1[CH:3]=[CH:4][C:5]2[N:9]=[C:8]([C:10]3[N:11]([CH2:23][CH3:24])[CH:12]=[C:13]([C:15]4[CH:20]=[CH:19][C:18]([Cl:21])=[CH:17][C:16]=4[Cl:22])[N:14]=3)[N:7](COCC[Si](C)(C)C)[C:6]=2[CH:33]=1.C[O:35][C:36](=[O:47])[CH2:37][O:38][C:39]1[CH:44]=[CH:43][CH:42]=[C:41]([C:45]#[CH:46])[CH:40]=1. No catalyst specified. The product is [Cl:22][C:16]1[CH:17]=[C:18]([Cl:21])[CH:19]=[CH:20][C:15]=1[C:13]1[N:14]=[C:10]([C:8]2[NH:7][C:6]3[CH:33]=[C:2]([C:46]#[C:45][C:41]4[CH:40]=[C:39]([CH:44]=[CH:43][CH:42]=4)[O:38][CH2:37][C:36]([OH:47])=[O:35])[CH:3]=[CH:4][C:5]=3[N:9]=2)[N:11]([CH2:23][CH3:24])[CH:12]=1. The yield is 0.0400.